Dataset: CYP2C19 inhibition data for predicting drug metabolism from PubChem BioAssay. Task: Regression/Classification. Given a drug SMILES string, predict its absorption, distribution, metabolism, or excretion properties. Task type varies by dataset: regression for continuous measurements (e.g., permeability, clearance, half-life) or binary classification for categorical outcomes (e.g., BBB penetration, CYP inhibition). Dataset: cyp2c19_veith. (1) The compound is O=C(c1ccccc1)c1ccc(OCC(O)CN2CCN(Cc3ccccc3)CC2)cc1. The result is 1 (inhibitor). (2) The compound is C=C1CC[C@H](O)C/C1=C/C=C1\CCC[C@@]2(C)[C@H]([C@@H](C)CCCC(C)C)CC[C@@H]12. The result is 0 (non-inhibitor). (3) The drug is O=C(c1ccncc1)N1CCC[C@@]2(CCN(Cc3ccncc3)C2)C1. The result is 1 (inhibitor). (4) The molecule is N=c1sc2ccccc2n1CC[S-].c1ccc2c(c1)sc1[n+]2CCS1. The result is 1 (inhibitor). (5) The molecule is Cc1cc(N2CCOCC2)ncc1[N+](=O)[O-]. The result is 1 (inhibitor). (6) The drug is COc1ccc(-n2c(-c3cnccn3)n[nH]c2=S)cc1. The result is 0 (non-inhibitor).